From a dataset of Full USPTO retrosynthesis dataset with 1.9M reactions from patents (1976-2016). Predict the reactants needed to synthesize the given product. (1) Given the product [NH2:1][C:4]1[C:12]2[N:11]=[CH:10][N:9]([C:13]([O:15][C:16]([CH3:19])([CH3:18])[CH3:17])=[O:14])[C:8]=2[CH:7]=[CH:6][CH:5]=1, predict the reactants needed to synthesize it. The reactants are: [N+:1]([C:4]1[C:12]2[N:11]=[CH:10][N:9]([C:13]([O:15][C:16]([CH3:19])([CH3:18])[CH3:17])=[O:14])[C:8]=2[CH:7]=[CH:6][CH:5]=1)([O-])=O. (2) Given the product [C:1]12([CH2:11][NH:12][C:13]([C:15]3[N:16]4[CH:23]=[C:24]([C:25]([O:27][CH2:28][CH3:29])=[O:26])[N:21]=[C:17]4[CH:18]=[CH:19][CH:20]=3)=[O:14])[CH2:2][CH:3]3[CH2:9][CH:7]([CH2:6][CH:5]([CH2:4]3)[CH2:10]1)[CH2:8]2, predict the reactants needed to synthesize it. The reactants are: [C:1]12([CH2:11][NH:12][C:13]([C:15]3[CH:20]=[CH:19][CH:18]=[C:17]([NH2:21])[N:16]=3)=[O:14])[CH2:10][CH:5]3[CH2:6][CH:7]([CH2:9][CH:3]([CH2:4]3)[CH2:2]1)[CH2:8]2.Br[CH2:23][C:24](=O)[C:25]([O:27][CH2:28][CH3:29])=[O:26]. (3) The reactants are: [C:1]([C:3]1[CH:8]=[CH:7][C:6]([C:9]2[N:13]3[N:14]=[C:15]([C:18]4[CH:26]=[CH:25][C:21]([C:22](O)=[O:23])=[C:20]([F:27])[CH:19]=4)[CH:16]=[CH:17][C:12]3=[N:11][CH:10]=2)=[CH:5][CH:4]=1)#[N:2].CN(C(ON1N=NC2C=CC=NC1=2)=[N+](C)C)C.F[P-](F)(F)(F)(F)F.CN1CCOCC1.[CH3:59][N:60]1[CH2:65][CH2:64][NH:63][CH2:62][CH2:61]1. Given the product [F:27][C:20]1[CH:19]=[C:18]([C:15]2[CH:16]=[CH:17][C:12]3[N:13]([C:9]([C:6]4[CH:5]=[CH:4][C:3]([C:1]#[N:2])=[CH:8][CH:7]=4)=[CH:10][N:11]=3)[N:14]=2)[CH:26]=[CH:25][C:21]=1[C:22]([N:63]1[CH2:64][CH2:65][N:60]([CH3:59])[CH2:61][CH2:62]1)=[O:23], predict the reactants needed to synthesize it. (4) Given the product [CH3:17][N:2]([CH3:1])[C:3]([C:5]1[CH:6]=[C:7]([O:16][CH2:28][C:27]2[C:30]([CH3:34])=[CH:31][CH:32]=[CH:33][C:26]=2[CH2:24][CH3:25])[C:8]2[N:12]=[C:11]([CH3:13])[N:10]([CH3:14])[C:9]=2[CH:15]=1)=[O:4], predict the reactants needed to synthesize it. The reactants are: [CH3:1][N:2]([CH3:17])[C:3]([C:5]1[CH:6]=[C:7]([OH:16])[C:8]2[N:12]=[C:11]([CH3:13])[N:10]([CH3:14])[C:9]=2[CH:15]=1)=[O:4].C(=O)([O-])[O-].[Na+].[Na+].[CH2:24]([C:26]1[CH:33]=[CH:32][CH:31]=[C:30]([CH3:34])[C:27]=1[CH2:28]Cl)[CH3:25]. (5) Given the product [CH:11]1[C:12]2[C:7](=[CH:6][C:5]3[C:14]([C:13]=2[CH2:15][N:16]([CH2:25][CH3:26])[CH2:17][CH2:18][CH2:19][NH:27][CH2:28][CH2:29][CH2:30][OH:31])=[CH:1][CH:2]=[CH:3][CH:4]=3)[CH:8]=[CH:9][CH:10]=1, predict the reactants needed to synthesize it. The reactants are: [CH:1]1[C:14]2[C:5](=[CH:6][C:7]3[C:12]([C:13]=2[CH2:15][N:16]([CH2:25][CH3:26])[CH2:17][CH2:18][CH2:19]OS(C)(=O)=O)=[CH:11][CH:10]=[CH:9][CH:8]=3)[CH:4]=[CH:3][CH:2]=1.[NH2:27][CH2:28][CH2:29][CH2:30][OH:31]. (6) Given the product [ClH:1].[ClH:1].[Cl:1][C:2]1[CH:3]=[C:4]([CH:31]=[CH:32][C:33]=1[Cl:34])[CH2:5][N:6]1[CH2:11][CH2:10][O:9][C@@H:8]([CH2:12][NH:13][C:14]([NH:16][CH2:17][CH:18]2[CH2:23][CH2:22][NH:21][CH2:20][CH2:19]2)=[O:15])[CH2:7]1, predict the reactants needed to synthesize it. The reactants are: [Cl:1][C:2]1[CH:3]=[C:4]([CH:31]=[CH:32][C:33]=1[Cl:34])[CH2:5][N:6]1[CH2:11][CH2:10][O:9][C@@H:8]([CH2:12][NH:13][C:14]([NH:16][CH2:17][CH:18]2[CH2:23][CH2:22][N:21](C(OC(C)(C)C)=O)[CH2:20][CH2:19]2)=[O:15])[CH2:7]1. (7) Given the product [Cl:28][C:13]1[C:14]([NH:16][C:17]2[CH:26]=[C:25]([F:27])[CH:24]=[CH:23][C:18]=2[C:19]([NH:21][CH3:22])=[O:20])=[CH:15][C:10]([NH:7][C:5]2[C:4]([CH3:8])=[N:3][N:2]([CH3:1])[CH:6]=2)=[N:11][CH:12]=1, predict the reactants needed to synthesize it. The reactants are: [CH3:1][N:2]1[CH:6]=[C:5]([NH2:7])[C:4]([CH3:8])=[N:3]1.Cl[C:10]1[CH:15]=[C:14]([NH:16][C:17]2[CH:26]=[C:25]([F:27])[CH:24]=[CH:23][C:18]=2[C:19]([NH:21][CH3:22])=[O:20])[C:13]([Cl:28])=[CH:12][N:11]=1.